This data is from Reaction yield outcomes from USPTO patents with 853,638 reactions. The task is: Predict the reaction yield, written as a fraction of the theoretical maximum amount of product (1.0 means a 100% yield; for example, 0.34 means a 34% yield). (1) The reactants are [Cl:1][C:2]1[CH:7]=[CH:6][N:5]=[CH:4][CH:3]=1.OS(O)(=O)=O.[CH3:13][NH:14][CH:15]=[O:16]. The catalyst is O. The product is [Cl:1][C:2]1[CH:7]=[CH:6][N:5]=[C:4]([C:15]([NH:14][CH3:13])=[O:16])[CH:3]=1. The yield is 0.0530. (2) The reactants are C1COCC1.O.[C:7]([C:11]1[CH:16]=[C:15]([C:17]([CH3:20])([CH3:19])[CH3:18])[C:14](=[O:21])[C:13](=[O:22])[C:12]=1[N+:23]([O-:25])=[O:24])([CH3:10])([CH3:9])[CH3:8].[O-]S(S([O-])=O)=O.[Na+].[Na+]. The catalyst is CCOC(C)=O. The product is [C:7]([C:11]1[C:12]([N+:23]([O-:25])=[O:24])=[C:13]([OH:22])[C:14]([OH:21])=[C:15]([C:17]([CH3:18])([CH3:19])[CH3:20])[CH:16]=1)([CH3:8])([CH3:9])[CH3:10]. The yield is 0.740. (3) The reactants are [Cl:1][C:2]1[C:3]([C:11]([O:13]CC)=[O:12])=[CH:4][N:5]([CH3:10])[C:6](=[O:9])[C:7]=1[CH3:8].CO.[Li+].[OH-].Cl. The catalyst is C1COCC1. The product is [Cl:1][C:2]1[C:3]([C:11]([OH:13])=[O:12])=[CH:4][N:5]([CH3:10])[C:6](=[O:9])[C:7]=1[CH3:8]. The yield is 1.00. (4) The catalyst is ClCCCl.O.CC(O)=O. The yield is 0.220. The product is [CH2:1]([N:8]([CH3:34])[C:9]1[C:10]([C:28]([F:31])([F:29])[F:30])=[C:11]([CH:25]=[CH:26][CH:27]=1)[C:12]([NH:14][CH2:15][C:16]1[C:17](=[O:24])[NH:18][C:19]([CH3:23])=[CH:20][C:21]=1[CH3:22])=[O:13])[C:2]1[CH:3]=[CH:4][CH:5]=[CH:6][CH:7]=1. The reactants are [CH2:1]([NH:8][C:9]1[C:10]([C:28]([F:31])([F:30])[F:29])=[C:11]([CH:25]=[CH:26][CH:27]=1)[C:12]([NH:14][CH2:15][C:16]1[C:17](=[O:24])[NH:18][C:19]([CH3:23])=[CH:20][C:21]=1[CH3:22])=[O:13])[C:2]1[CH:7]=[CH:6][CH:5]=[CH:4][CH:3]=1.C=O.[C:34](O[BH-](OC(=O)C)OC(=O)C)(=O)C.[Na+].C(=O)C.C([O-])(O)=O.[Na+].